Dataset: Catalyst prediction with 721,799 reactions and 888 catalyst types from USPTO. Task: Predict which catalyst facilitates the given reaction. (1) Reactant: C(OC([N:8]1[CH2:13][CH2:12][N:11]([S:14]([CH3:17])(=[O:16])=[O:15])[C@H:10]([CH3:18])[CH2:9]1)=O)(C)(C)C.[ClH:19]. Product: [ClH:19].[CH3:17][S:14]([N:11]1[CH2:12][CH2:13][NH:8][CH2:9][C@H:10]1[CH3:18])(=[O:15])=[O:16]. The catalyst class is: 268. (2) Reactant: [O-]CC.[Na+].C([O:7][C:8](=O)[CH:9]([CH:16]=O)[CH2:10][C:11]([O:13][CH2:14][CH3:15])=[O:12])C.[NH2:19][C:20]([NH2:22])=[S:21].C(O)(=O)C. Product: [O:7]=[C:8]1[C:9]([CH2:10][C:11]([O:13][CH2:14][CH3:15])=[O:12])=[CH:16][NH:22][C:20](=[S:21])[NH:19]1. The catalyst class is: 8. (3) Reactant: C[O:2][C:3]([C:5]1[CH:13]=[C:12]2[C:8]([CH:9]=[CH:10][N:11]2[CH3:14])=[CH:7][CH:6]=1)=O.O.[NH2:16][NH2:17]. Product: [CH3:14][N:11]1[C:12]2[C:8](=[CH:7][CH:6]=[C:5]([C:3]([NH:16][NH2:17])=[O:2])[CH:13]=2)[CH:9]=[CH:10]1. The catalyst class is: 5. (4) Reactant: [CH2:1]([O:8][C:9]([N:11]1[CH2:16][CH2:15][CH2:14][C@@H:13]([C:17]2[N:21]3[CH:22]=[CH:23][N:24]=[C:25]([NH:26][CH2:27][C:28]4[CH:33]=[CH:32][C:31]([O:34][CH3:35])=[CH:30][C:29]=4[O:36][CH3:37])[C:20]3=[C:19](Br)[N:18]=2)[CH2:12]1)=[O:10])[C:2]1[CH:7]=[CH:6][CH:5]=[CH:4][CH:3]=1.[F:39][C:40]1[CH:41]=[C:42]([CH:45]=[CH:46][C:47]=1B1OC(C)(C)C(C)(C)O1)[C:43]#[N:44].C([O-])([O-])=O.[Na+].[Na+]. Product: [CH2:1]([O:8][C:9]([N:11]1[CH2:16][CH2:15][CH2:14][C@@H:13]([C:17]2[N:21]3[CH:22]=[CH:23][N:24]=[C:25]([NH:26][CH2:27][C:28]4[CH:33]=[CH:32][C:31]([O:34][CH3:35])=[CH:30][C:29]=4[O:36][CH3:37])[C:20]3=[C:19]([C:47]3[CH:46]=[CH:45][C:42]([C:43]#[N:44])=[CH:41][C:40]=3[F:39])[N:18]=2)[CH2:12]1)=[O:10])[C:2]1[CH:7]=[CH:6][CH:5]=[CH:4][CH:3]=1. The catalyst class is: 551. (5) Reactant: Cl.[CH3:2][O:3][C:4]1[CH:5]=[CH:6][C:7]([C:10](=[NH:12])[NH2:11])=[N:8][CH:9]=1.C[O-].[Na+].[F:16][CH:17]([C:22](OC)=[O:23])[C:18](OC)=[O:19].Cl. Product: [F:16][C:17]1[C:18](=[O:19])[NH:12][C:10]([C:7]2[CH:6]=[CH:5][C:4]([O:3][CH3:2])=[CH:9][N:8]=2)=[N:11][C:22]=1[OH:23]. The catalyst class is: 72. (6) Reactant: [CH2:1]([O:3][C:4]([N:6]1[C:15]2[C:10](=[N:11][C:12]([O:16][CH3:17])=[CH:13][CH:14]=2)[C@@H:9]([NH:18][C:19]2[CH:24]=[C:23]([Cl:25])[N:22]=[CH:21][N:20]=2)[CH2:8][C@H:7]1[CH2:26][CH3:27])=[O:5])[CH3:2].[H-].[Na+].[F:30][C:31]([F:45])([F:44])[C:32]1[CH:33]=[C:34]([CH:37]=[C:38]([C:40]([F:43])([F:42])[F:41])[CH:39]=1)[CH2:35]Br. Product: [CH2:1]([O:3][C:4]([N:6]1[C:15]2[C:10](=[N:11][C:12]([O:16][CH3:17])=[CH:13][CH:14]=2)[C@@H:9]([NH:18][C:19]2[CH:24]=[C:23]([Cl:25])[N:22]=[C:21]([CH2:35][C:34]3[CH:37]=[C:38]([C:40]([F:42])([F:43])[F:41])[CH:39]=[C:32]([C:31]([F:30])([F:44])[F:45])[CH:33]=3)[N:20]=2)[CH2:8][C@H:7]1[CH2:26][CH3:27])=[O:5])[CH3:2]. The catalyst class is: 10. (7) Reactant: C1C2C(COC(=O)[NH:17][C@H:18]3[CH2:22][C@@H:21]([C:23](=[O:32])[NH:24][CH2:25][C:26]4[CH:31]=[CH:30][CH:29]=[CH:28][CH:27]=4)[N:20]([C:33](=[O:55])[C@@H:34]([NH:41][C:42](=[O:54])[C@@H:43]([N:45]([C:47]([O:49][C:50]([CH3:53])([CH3:52])[CH3:51])=[O:48])[CH3:46])[CH3:44])[CH:35]4[CH2:40][CH2:39][CH2:38][CH2:37][CH2:36]4)[CH2:19]3)C3C(=CC=CC=3)C=2C=CC=1.N1CCCCC1. Product: [C:50]([O:49][C:47](=[O:48])[N:45]([C@H:43]([C:42](=[O:54])[NH:41][C@@H:34]([CH:35]1[CH2:36][CH2:37][CH2:38][CH2:39][CH2:40]1)[C:33]([N:20]1[CH2:19][C@@H:18]([NH2:17])[CH2:22][C@H:21]1[C:23](=[O:32])[NH:24][CH2:25][C:26]1[CH:31]=[CH:30][CH:29]=[CH:28][CH:27]=1)=[O:55])[CH3:44])[CH3:46])([CH3:51])([CH3:52])[CH3:53]. The catalyst class is: 3.